Task: Regression/Classification. Given a drug SMILES string, predict its absorption, distribution, metabolism, or excretion properties. Task type varies by dataset: regression for continuous measurements (e.g., permeability, clearance, half-life) or binary classification for categorical outcomes (e.g., BBB penetration, CYP inhibition). Dataset: cyp2c9_veith.. Dataset: CYP2C9 inhibition data for predicting drug metabolism from PubChem BioAssay (1) The compound is C#C[C@]1(O)CC[C@@H]2[C@H]3CCc4cc(OC)ccc4[C@@H]3CC[C@@]21C. The result is 0 (non-inhibitor). (2) The compound is CN1CCN(c2ncnc3ccc(-c4cccnc4)cc23)CC1. The result is 0 (non-inhibitor). (3) The molecule is CC(C)CN1CCC2(CC1)CCN(C(=O)c1ccco1)CC2. The result is 0 (non-inhibitor). (4) The drug is CCCCCCCC(=O)O[C@H](CC(=O)O)C[N+](C)(C)C. The result is 0 (non-inhibitor). (5) The compound is CS(=O)(=O)Nc1c(O)ccc2c1CCC[C@H]2C1=NCCN1. The result is 0 (non-inhibitor). (6) The result is 0 (non-inhibitor). The compound is CS(=O)(=O)Nc1cccc(-c2cncnc2-n2ccnc2)c1. (7) The compound is O=C(O)C(Cc1cccs1)C(=O)O. The result is 0 (non-inhibitor). (8) The compound is O=C(c1cccc(F)c1)N1CCC2(CC1)CN(Cc1ccccc1)C2. The result is 0 (non-inhibitor). (9) The compound is CS(=O)(=O)Nc1cccc(-c2ccc3ncnc(NCc4cccnc4)c3c2)c1. The result is 0 (non-inhibitor).